This data is from Full USPTO retrosynthesis dataset with 1.9M reactions from patents (1976-2016). The task is: Predict the reactants needed to synthesize the given product. (1) Given the product [C:1]([O:5][C:6]([N:8]1[CH2:13][CH2:12][CH:11]([NH:20][C:19]2[CH:21]=[CH:22][C:16]([F:15])=[CH:17][CH:18]=2)[CH2:10][CH2:9]1)=[O:7])([CH3:4])([CH3:3])[CH3:2], predict the reactants needed to synthesize it. The reactants are: [C:1]([O:5][C:6]([N:8]1[CH2:13][CH2:12][C:11](=O)[CH2:10][CH2:9]1)=[O:7])([CH3:4])([CH3:3])[CH3:2].[F:15][C:16]1[CH:22]=[CH:21][C:19]([NH2:20])=[CH:18][CH:17]=1.C(O)(=O)C.C(O[BH-](OC(=O)C)OC(=O)C)(=O)C.[Na+]. (2) The reactants are: C([O:3][C:4](=[O:29])[CH2:5][C:6]1[C:7]([CH3:28])=[C:8]([S:17][C:18]2[CH:23]=[CH:22][C:21]([S:24]([CH3:27])(=[O:26])=[O:25])=[CH:20][CH:19]=2)[N:9]2[C:14]=1[CH:13]=[C:12]([C:15]#[N:16])[CH:11]=[CH:10]2)C.[OH-].[Li+].Cl. Given the product [C:15]([C:12]1[CH:11]=[CH:10][N:9]2[C:14]([CH:13]=1)=[C:6]([CH2:5][C:4]([OH:29])=[O:3])[C:7]([CH3:28])=[C:8]2[S:17][C:18]1[CH:19]=[CH:20][C:21]([S:24]([CH3:27])(=[O:25])=[O:26])=[CH:22][CH:23]=1)#[N:16], predict the reactants needed to synthesize it. (3) Given the product [Cl:22][CH2:23][C:24]1[CH:32]=[CH:31][C:27]([C:28]([NH:1][C:2]2[CH:7]=[CH:6][C:5]([Cl:8])=[C:4]([C:9]3[C:10](=[O:20])[N:11]([CH3:19])[C:12]4[C:17]([CH:18]=3)=[CH:16][N:15]=[CH:14][CH:13]=4)[C:3]=2[Cl:21])=[O:29])=[CH:26][CH:25]=1, predict the reactants needed to synthesize it. The reactants are: [NH2:1][C:2]1[C:3]([Cl:21])=[C:4]([C:9]2[C:10](=[O:20])[N:11]([CH3:19])[C:12]3[C:17]([CH:18]=2)=[CH:16][N:15]=[CH:14][CH:13]=3)[C:5]([Cl:8])=[CH:6][CH:7]=1.[Cl:22][CH2:23][C:24]1[CH:32]=[CH:31][C:27]([C:28](Cl)=[O:29])=[CH:26][CH:25]=1. (4) The reactants are: [C:1]([O:5][C:6]([N:8]1[CH2:16][C:15]2[C:10](=[CH:11][CH:12]=[C:13]([C:17]([OH:19])=O)[CH:14]=2)[CH2:9]1)=[O:7])([CH3:4])([CH3:3])[CH3:2].C(Cl)CCl.C1C=CC2N(O)N=[N:30]C=2C=1.N. Given the product [C:1]([O:5][C:6]([N:8]1[CH2:16][C:15]2[C:10](=[CH:11][CH:12]=[C:13]([C:17]([NH2:30])=[O:19])[CH:14]=2)[CH2:9]1)=[O:7])([CH3:4])([CH3:3])[CH3:2], predict the reactants needed to synthesize it. (5) The reactants are: Br[CH2:2][CH2:3][NH:4][C:5]1[CH:10]=[CH:9][CH:8]=[C:7]([Cl:11])[CH:6]=1.[NH2:12][C@@H:13]1[CH2:18][CH2:17][CH2:16][N:15]([C:19]([O:21][C:22]([CH3:25])([CH3:24])[CH3:23])=[O:20])[CH2:14]1.CCN(C(C)C)C(C)C. Given the product [Cl:11][C:7]1[CH:6]=[C:5]([NH:4][CH2:3][CH2:2][NH:12][C@@H:13]2[CH2:18][CH2:17][CH2:16][N:15]([C:19]([O:21][C:22]([CH3:25])([CH3:24])[CH3:23])=[O:20])[CH2:14]2)[CH:10]=[CH:9][CH:8]=1, predict the reactants needed to synthesize it. (6) Given the product [CH2:1]([C:3]1[CH:32]=[CH:31][C:6]([C:7]([N:9]2[CH2:10][CH2:11][C:12]3([O:13][C:14]4[CH:24]=[C:23]([C:25]([OH:27])=[O:26])[CH:22]=[CH:21][C:15]=4[N:16]4[CH:20]=[CH:19][CH:18]=[C:17]34)[CH2:29][CH2:30]2)=[O:8])=[CH:5][C:4]=1[O:33][CH3:34])[CH3:2], predict the reactants needed to synthesize it. The reactants are: [CH2:1]([C:3]1[CH:32]=[CH:31][C:6]([C:7]([N:9]2[CH2:30][CH2:29][C:12]3([C:17]4=[CH:18][CH:19]=[CH:20][N:16]4[C:15]4[CH:21]=[CH:22][C:23]([C:25]([O:27]C)=[O:26])=[CH:24][C:14]=4[O:13]3)[CH2:11][CH2:10]2)=[O:8])=[CH:5][C:4]=1[O:33][CH3:34])[CH3:2].[Li+].[OH-]. (7) Given the product [F:1][C:2]1([CH2:8][O:9][C:14]2[C:13]([C:18]([F:19])([F:21])[F:20])=[CH:12][C:11]([I:10])=[CH:16][N:15]=2)[CH2:7][CH2:6][O:5][CH2:4][CH2:3]1, predict the reactants needed to synthesize it. The reactants are: [F:1][C:2]1([CH2:8][OH:9])[CH2:7][CH2:6][O:5][CH2:4][CH2:3]1.[I:10][C:11]1[CH:12]=[C:13]([C:18]([F:21])([F:20])[F:19])[C:14](O)=[N:15][CH:16]=1.C1(P(C2C=CC=CC=2)C2C=CC=CC=2)C=CC=CC=1.N(/C(OC(C)(C)C)=O)=N\C(OC(C)(C)C)=O. (8) Given the product [CH3:1][NH:2][C@@H:3]1[C:12]2[N:11]=[CH:10][CH:9]=[CH:8][C:7]=2[CH2:6][CH2:5][CH2:4]1, predict the reactants needed to synthesize it. The reactants are: [CH3:1][N:2]([C@H](C1C=CC(OC)=CC=1)C)[C@@H:3]1[C:12]2[N:11]=[CH:10][CH:9]=[CH:8][C:7]=2[CH2:6][CH2:5][CH2:4]1. (9) Given the product [NH2:10][C:4]1[C:3]([CH3:13])=[C:2]([Br:1])[CH:7]=[C:6]([F:8])[C:5]=1[OH:9], predict the reactants needed to synthesize it. The reactants are: [Br:1][C:2]1[CH:7]=[C:6]([F:8])[C:5]([OH:9])=[C:4]([N+:10]([O-])=O)[C:3]=1[CH3:13]. (10) The reactants are: [F:1][CH:2]1[CH2:7][CH2:6][N:5]([CH2:8][C:9]2[CH:18]=[C:17]3[C:12]([C@H:13]([N:19]4[CH:23]=[C:22]([CH2:24][C@@H:25]([NH:30][S:31]([C:34]5[CH:39]=[CH:38][C:37]([CH3:40])=[CH:36][CH:35]=5)(=[O:33])=[O:32])[C:26]([O:28]C)=[O:27])[N:21]=[N:20]4)[CH2:14][CH2:15][O:16]3)=[CH:11][CH:10]=2)[CH2:4][CH2:3]1.[Li+].[OH-]. Given the product [F:1][CH:2]1[CH2:7][CH2:6][N:5]([CH2:8][C:9]2[CH:18]=[C:17]3[C:12]([C@H:13]([N:19]4[CH:23]=[C:22]([CH2:24][C@@H:25]([NH:30][S:31]([C:34]5[CH:39]=[CH:38][C:37]([CH3:40])=[CH:36][CH:35]=5)(=[O:32])=[O:33])[C:26]([OH:28])=[O:27])[N:21]=[N:20]4)[CH2:14][CH2:15][O:16]3)=[CH:11][CH:10]=2)[CH2:4][CH2:3]1, predict the reactants needed to synthesize it.